Dataset: Peptide-MHC class II binding affinity with 134,281 pairs from IEDB. Task: Regression. Given a peptide amino acid sequence and an MHC pseudo amino acid sequence, predict their binding affinity value. This is MHC class II binding data. (1) The peptide sequence is IDQHVKLACSLPHGRL. The MHC is DRB1_0701 with pseudo-sequence DRB1_0701. The binding affinity (normalized) is 0.582. (2) The peptide sequence is KKVIQLSRKTFDTEY. The MHC is DRB5_0101 with pseudo-sequence DRB5_0101. The binding affinity (normalized) is 0.200. (3) The MHC is HLA-DQA10303-DQB10402 with pseudo-sequence HLA-DQA10303-DQB10402. The binding affinity (normalized) is 0.417. The peptide sequence is WMIHTLEALDYKECE. (4) The peptide sequence is TARLNSLGEAWTGGG. The MHC is HLA-DPA10201-DPB10501 with pseudo-sequence HLA-DPA10201-DPB10501. The binding affinity (normalized) is 0.0469. (5) The peptide sequence is MKTVGDKLEAFTVVAAKPGF. The MHC is HLA-DQA10103-DQB10603 with pseudo-sequence HLA-DQA10103-DQB10603. The binding affinity (normalized) is 0.565. (6) The peptide sequence is VKITDKNYEHIAAYH. The MHC is HLA-DPA10201-DPB10101 with pseudo-sequence HLA-DPA10201-DPB10101. The binding affinity (normalized) is 0.308.